The task is: Predict the product of the given reaction.. This data is from Forward reaction prediction with 1.9M reactions from USPTO patents (1976-2016). (1) Given the reactants [CH3:1][O:2][C:3]1[N:4]=[C:5]2[C:10](=[CH:11][CH:12]=1)[N:9]=[CH:8][CH:7]=[C:6]2OS(C(F)(F)F)(=O)=O.B1(B2OC(C)(C)C(C)(C)O2)OC(C)(C)C(C)(C)O1.C([O-])(=O)C.[K+].ClCCl.C(=O)([O-])[O-].[K+].[K+].[C:53]([O:57][C:58](=[O:69])[NH:59][CH2:60][CH2:61][C:62]1[CH:67]=[CH:66][C:65](Br)=[CH:64][CH:63]=1)([CH3:56])([CH3:55])[CH3:54], predict the reaction product. The product is: [C:53]([O:57][C:58](=[O:69])[NH:59][CH2:60][CH2:61][C:62]1[CH:63]=[CH:64][C:65]([C:6]2[C:5]3[C:10](=[CH:11][CH:12]=[C:3]([O:2][CH3:1])[N:4]=3)[N:9]=[CH:8][CH:7]=2)=[CH:66][CH:67]=1)([CH3:56])([CH3:54])[CH3:55]. (2) Given the reactants [CH3:1][C:2]1([CH3:18])[C:6]([CH3:8])([CH3:7])[O:5][B:4]([C:9]2[CH:17]=[CH:16][C:12]([C:13]([NH2:15])=[O:14])=[CH:11][CH:10]=2)[O:3]1.Cl[C:20]1[CH:25]=[C:24]([O:26][CH2:27][CH3:28])[CH:23]=[CH:22][N:21]=1.CC(C1C=C(C(C)C)C(C2C(P(C3CCCCC3)C3CCCCC3)=C(OC)C=CC=2OC)=C(C(C)C)C=1)C.C([O-])([O-])=O.[Cs+].[Cs+], predict the reaction product. The product is: [CH2:27]([O:26][C:24]1[CH:23]=[CH:22][N:21]=[C:20]([NH:15][C:13](=[O:14])[C:12]2[CH:16]=[CH:17][C:9]([B:4]3[O:3][C:2]([CH3:18])([CH3:1])[C:6]([CH3:7])([CH3:8])[O:5]3)=[CH:10][CH:11]=2)[CH:25]=1)[CH3:28]. (3) Given the reactants [CH3:1][C:2]1[S:11][C:10]2[NH:9][C:8]3[CH:12]=[CH:13][CH:14]=[CH:15][C:7]=3[NH:6][C:5](=S)[C:4]=2[CH:3]=1.[CH2:17]([O:19][CH2:20][CH2:21][C@H:22]1[CH2:27][NH:26][CH2:25][CH2:24][NH:23]1)[CH3:18], predict the reaction product. The product is: [CH2:17]([O:19][CH2:20][CH2:21][C@@H:22]1[NH:23][CH2:24][CH2:25][N:26]([C:5]2[C:4]3[CH:3]=[C:2]([CH3:1])[S:11][C:10]=3[NH:9][C:8]3[CH:12]=[CH:13][CH:14]=[CH:15][C:7]=3[N:6]=2)[CH2:27]1)[CH3:18]. (4) Given the reactants [NH2:1][CH2:2][C@@H:3]([NH:7][C:8](=[O:14])[O:9][C:10]([CH3:13])([CH3:12])[CH3:11])[CH:4]([CH3:6])[CH3:5].C(N(CC)CC)C.[C:22]([C:24]1[CH:32]=[CH:31][C:27]([C:28](Cl)=[O:29])=[CH:26][CH:25]=1)#[N:23], predict the reaction product. The product is: [CH3:5][CH:4]([CH3:6])[C@H:3]([NH:7][C:8]([O:9][C:10]([CH3:12])([CH3:11])[CH3:13])=[O:14])[CH2:2][NH:1][C:28](=[O:29])[C:27]1[CH:31]=[CH:32][C:24]([C:22]#[N:23])=[CH:25][CH:26]=1. (5) Given the reactants C([N:8]1[CH2:12][C@@H:11]2[C:13](=[O:17])[NH:14][C:15](=[O:16])[C@@H:10]2[CH2:9]1)C1C=CC=CC=1.[H][H], predict the reaction product. The product is: [C:13]1(=[O:17])[CH:11]2[CH2:12][NH:8][CH2:9][CH:10]2[C:15](=[O:16])[NH:14]1.